Dataset: Catalyst prediction with 721,799 reactions and 888 catalyst types from USPTO. Task: Predict which catalyst facilitates the given reaction. Reactant: [C:1]([C:3]1[CH:8]=[CH:7][N:6]=[C:5]([NH:9][C:10]2[N:15]=[C:14]([C:16]3[CH:17]=[N:18][C:19]([NH:22][CH2:23][CH2:24][NH:25]C(=O)OC(C)(C)C)=[CH:20][CH:21]=3)[CH:13]=[C:12]([CH:33]3[CH2:35][CH2:34]3)[CH:11]=2)[CH:4]=1)#[N:2].[ClH:36].O1CCOCC1. The catalyst class is: 5. Product: [ClH:36].[ClH:36].[NH2:25][CH2:24][CH2:23][NH:22][C:19]1[N:18]=[CH:17][C:16]([C:14]2[CH:13]=[C:12]([CH:33]3[CH2:35][CH2:34]3)[CH:11]=[C:10]([NH:9][C:5]3[CH:4]=[C:3]([C:1]#[N:2])[CH:8]=[CH:7][N:6]=3)[N:15]=2)=[CH:21][CH:20]=1.